Dataset: Catalyst prediction with 721,799 reactions and 888 catalyst types from USPTO. Task: Predict which catalyst facilitates the given reaction. (1) Reactant: F[C:2]1[CH:11]=[C:10]([F:12])[CH:9]=[C:8]2[C:3]=1[C:4](=[O:19])[NH:5][C:6]([C:13]1[CH:18]=[CH:17][N:16]=[CH:15][CH:14]=1)=[N:7]2.[CH3:20][O-:21].[Na+].CO.O. Product: [F:12][C:10]1[CH:9]=[C:8]2[C:3]([C:4](=[O:19])[NH:5][C:6]([C:13]3[CH:18]=[CH:17][N:16]=[CH:15][CH:14]=3)=[N:7]2)=[C:2]([O:21][CH3:20])[CH:11]=1. The catalyst class is: 640. (2) Reactant: N([O-])=O.[Na+].[N:5]1([CH2:11][CH2:12][O:13][C:14]2[CH:25]=[CH:24][C:17]3[N:18]=[C:19](N)[N:20]=[N+:21]([O-:22])[C:16]=3[CH:15]=2)[CH2:10][CH2:9][O:8][CH2:7][CH2:6]1.C([O-])(O)=O.[Na+].CN(C)C1C=CC=CC=1.[ClH:40]. Product: [Cl:40][C:19]1[N:20]=[N+:21]([O-:22])[C:16]2[CH:15]=[C:14]([O:13][CH2:12][CH2:11][N:5]3[CH2:10][CH2:9][O:8][CH2:7][CH2:6]3)[CH:25]=[CH:24][C:17]=2[N:18]=1. The catalyst class is: 6. (3) Reactant: C([O:3][C:4](=[O:20])[CH2:5][S:6][C:7]1[NH:11][C:10]2[C:12]([CH:18]=[O:19])=[C:13]([O:16]C)[CH:14]=[CH:15][C:9]=2[N:8]=1)C.B(Br)(Br)Br. Product: [CH:18]([C:12]1[C:10]2[NH:11][C:7]([S:6][CH2:5][C:4]([OH:20])=[O:3])=[N:8][C:9]=2[CH:15]=[CH:14][C:13]=1[OH:16])=[O:19]. The catalyst class is: 4. (4) Reactant: [CH3:1][C:2]([C:5]1[CH:10]=[CH:9][C:8]([CH2:11][C:12]([OH:14])=O)=[CH:7][CH:6]=1)([CH3:4])[CH3:3].O=S(Cl)Cl.Cl.[CH3:20][NH:21][O:22][CH3:23].CCN(CC)CC.Cl. Product: [CH3:1][C:2]([C:5]1[CH:10]=[CH:9][C:8]([CH2:11][C:12]([N:21]([CH3:20])[O:22][CH3:23])=[O:14])=[CH:7][CH:6]=1)([CH3:4])[CH3:3]. The catalyst class is: 308.